Regression. Given a peptide amino acid sequence and an MHC pseudo amino acid sequence, predict their binding affinity value. This is MHC class I binding data. From a dataset of Peptide-MHC class I binding affinity with 185,985 pairs from IEDB/IMGT. (1) The peptide sequence is LEMNDAPTA. The MHC is HLA-A80:01 with pseudo-sequence HLA-A80:01. The binding affinity (normalized) is 0.0847. (2) The peptide sequence is SRALLLNKY. The MHC is HLA-B40:01 with pseudo-sequence HLA-B40:01. The binding affinity (normalized) is 0.0847. (3) The peptide sequence is LVFPVEGTK. The MHC is HLA-A31:01 with pseudo-sequence HLA-A31:01. The binding affinity (normalized) is 0.227. (4) The peptide sequence is SYVFNFHKY. The MHC is HLA-A11:01 with pseudo-sequence HLA-A11:01. The binding affinity (normalized) is 0.275. (5) The MHC is HLA-B27:05 with pseudo-sequence HLA-B27:05. The binding affinity (normalized) is 0.0847. The peptide sequence is NSNINVINY. (6) The binding affinity (normalized) is 0.492. The peptide sequence is ALNTITNLK. The MHC is HLA-A03:01 with pseudo-sequence HLA-A03:01. (7) The MHC is HLA-B07:02 with pseudo-sequence HLA-B07:02. The binding affinity (normalized) is 0. The peptide sequence is FRYNGLIHR.